From a dataset of Forward reaction prediction with 1.9M reactions from USPTO patents (1976-2016). Predict the product of the given reaction. (1) Given the reactants [CH:1]1([NH:4][C:5](=[O:40])[C:6]2[CH:11]=[CH:10][C:9]([CH3:12])=[C:8]([C:13]3[CH:21]=[C:20]4[C:16]([C:17]([S:30]([C:33]5[CH:38]=[CH:37][C:36]([F:39])=[CH:35][CH:34]=5)(=[O:32])=[O:31])=[N:18][N:19]4COCC[Si](C)(C)C)=[CH:15][CH:14]=3)[CH:7]=2)[CH2:3][CH2:2]1.Cl, predict the reaction product. The product is: [CH:1]1([NH:4][C:5](=[O:40])[C:6]2[CH:11]=[CH:10][C:9]([CH3:12])=[C:8]([C:13]3[CH:21]=[C:20]4[C:16]([C:17]([S:30]([C:33]5[CH:34]=[CH:35][C:36]([F:39])=[CH:37][CH:38]=5)(=[O:32])=[O:31])=[N:18][NH:19]4)=[CH:15][CH:14]=3)[CH:7]=2)[CH2:2][CH2:3]1. (2) Given the reactants [NH2:1][C:2]1[CH:3]=[C:4]([OH:11])[C:5](=[CH:9][CH:10]=1)[C:6]([OH:8])=[O:7].[Br:12][C:13]1[CH:17]=[C:16]([S:18](Cl)(=[O:20])=[O:19])[S:15][C:14]=1[Cl:22].CCOC(C)=O, predict the reaction product. The product is: [Br:12][C:13]1[CH:17]=[C:16]([S:18]([NH:1][C:2]2[CH:10]=[CH:9][C:5]([C:6]([OH:8])=[O:7])=[C:4]([OH:11])[CH:3]=2)(=[O:20])=[O:19])[S:15][C:14]=1[Cl:22]. (3) Given the reactants [C:1]([C:4]1[CH:9]=[CH:8][C:7](B(O)O)=[CH:6][CH:5]=1)([OH:3])=[O:2].Br[C:14]1[CH:19]=[CH:18][CH:17]=[CH:16][N:15]=1.C(=O)([O-])[O-].[Na+].[Na+], predict the reaction product. The product is: [N:15]1[CH:16]=[CH:17][CH:18]=[CH:19][C:14]=1[C:7]1[CH:8]=[CH:9][C:4]([C:1]([OH:3])=[O:2])=[CH:5][CH:6]=1. (4) Given the reactants [Br:1][C:2]1[CH:3]=[C:4]([Cl:11])[C:5]([OH:10])=[C:6]([CH:9]=1)[CH:7]=O.Cl.[NH2:13]O.C(O[Na])=O.O, predict the reaction product. The product is: [Br:1][C:2]1[CH:3]=[C:4]([Cl:11])[C:5]([OH:10])=[C:6]([CH:9]=1)[C:7]#[N:13]. (5) The product is: [NH:35]=[C:30]([NH:26][NH:25][C:23](=[O:24])[C:22]1[CH:27]=[CH:28][C:19]([C:18]2[CH:17]=[N:16][N:13]3[CH:14]=[CH:15][C:10]([N:5]4[C@@H:4]([CH:1]([CH3:3])[CH3:2])[CH2:8][O:7][C:6]4=[O:9])=[N:11][C:12]=23)=[CH:20][CH:21]=1)[CH3:31]. Given the reactants [CH:1]([C@H:4]1[CH2:8][O:7][C:6](=[O:9])[N:5]1[C:10]1[CH:15]=[CH:14][N:13]2[N:16]=[CH:17][C:18]([C:19]3[CH:28]=[CH:27][C:22]([C:23]([NH:25][NH2:26])=[O:24])=[CH:21][CH:20]=3)=[C:12]2[N:11]=1)([CH3:3])[CH3:2].Cl.[C:30](=[NH:35])(OCC)[CH3:31].C(N(CC)CC)C.Cl, predict the reaction product. (6) Given the reactants Br[C:2]1[CH:3]=[C:4]([C:12]2[O:13][C:14]3[CH:20]=[C:19]([O:21][CH2:22][C@@H:23]([NH:25][C:26](=[O:28])[CH3:27])[CH3:24])[CH:18]=[CH:17][C:15]=3[N:16]=2)[CH:5]=[C:6]([F:11])[C:7]=1[O:8][CH2:9][CH3:10].C([Sn](CCCC)(CCCC)[C:34]([O:36]CC)=[CH2:35])CCC.Cl.C(=O)([O-])O.[Na+], predict the reaction product. The product is: [C:34]([C:2]1[CH:3]=[C:4]([C:12]2[O:13][C:14]3[CH:20]=[C:19]([O:21][CH2:22][C@@H:23]([NH:25][C:26](=[O:28])[CH3:27])[CH3:24])[CH:18]=[CH:17][C:15]=3[N:16]=2)[CH:5]=[C:6]([F:11])[C:7]=1[O:8][CH2:9][CH3:10])(=[O:36])[CH3:35]. (7) Given the reactants Cl.[NH2:2][C@@H:3]([CH2:17][CH2:18][CH2:19][CH3:20])[C@@H:4]([OH:16])[CH2:5][NH:6][S:7]([C:10]1[CH:15]=[CH:14][CH:13]=[CH:12][N:11]=1)(=[O:9])=[O:8].Cl.N[C@@H](CCCC)[C@H](O)CNS(C1C=CC=CN=1)(=O)=O.[C:41](=O)([O:60]C1C=CC([N+]([O-])=O)=CC=1)[O:42][C@H:43]([CH2:48][N:49]1[C:53]2[CH:54]=[C:55]([Cl:59])[C:56]([Cl:58])=[CH:57][C:52]=2[N:51]=[CH:50]1)[C:44]([CH3:47])([CH3:46])[CH3:45].C(N(C(C)C)CC)(C)C, predict the reaction product. The product is: [OH:16][C@@H:4]([C@@H:3]([NH:2][C:41](=[O:60])[O:42][C@H:43]([CH2:48][N:49]1[C:53]2[CH:54]=[C:55]([Cl:59])[C:56]([Cl:58])=[CH:57][C:52]=2[N:51]=[CH:50]1)[C:44]([CH3:47])([CH3:46])[CH3:45])[CH2:17][CH2:18][CH2:19][CH3:20])[CH2:5][NH:6][S:7]([C:10]1[CH:15]=[CH:14][CH:13]=[CH:12][N:11]=1)(=[O:9])=[O:8]. (8) Given the reactants [Br:1][C:2]1[C:3]([CH:17]([CH3:19])[CH3:18])=[N:4][C:5]([N:10]2[CH2:15][CH2:14][NH:13][C@H:12]([CH3:16])[CH2:11]2)=[C:6]([CH:9]=1)[C:7]#[N:8].C(N(CC)CC)C.Cl[CH2:28][C:29]1[CH:34]=[CH:33][C:32]([O:35][CH3:36])=[CH:31][CH:30]=1, predict the reaction product. The product is: [Br:1][C:2]1[C:3]([CH:17]([CH3:19])[CH3:18])=[N:4][C:5]([N:10]2[CH2:15][CH2:14][N:13]([CH2:28][C:29]3[CH:34]=[CH:33][C:32]([O:35][CH3:36])=[CH:31][CH:30]=3)[C@H:12]([CH3:16])[CH2:11]2)=[C:6]([CH:9]=1)[C:7]#[N:8]. (9) Given the reactants Cl[C:2]1[CH:7]=[C:6]([C:8]2[CH:13]=[CH:12][CH:11]=[CH:10][CH:9]=2)[N:5]=[C:4]([NH:14][C:15](=[O:32])[CH2:16][CH2:17][C:18]([C:20]2[CH:25]=[CH:24][C:23]([O:26][CH2:27][CH3:28])=[C:22]([O:29][CH2:30][CH3:31])[CH:21]=2)=[O:19])[CH:3]=1.C1(C2C=CC=CC=2)C=CC=CC=1P(C1CCCCC1)C1CCCCC1.C(=O)([O-])[O-].[K+].[K+].[CH3:64][N:65]1[CH:69]=[C:68](B2OC(C)(C)C(C)(C)O2)[CH:67]=[N:66]1, predict the reaction product. The product is: [CH2:30]([O:29][C:22]1[CH:21]=[C:20]([C:18](=[O:19])[CH2:17][CH2:16][C:15]([NH:14][C:4]2[CH:3]=[C:2]([C:68]3[CH:67]=[N:66][N:65]([CH3:64])[CH:69]=3)[CH:7]=[C:6]([C:8]3[CH:13]=[CH:12][CH:11]=[CH:10][CH:9]=3)[N:5]=2)=[O:32])[CH:25]=[CH:24][C:23]=1[O:26][CH2:27][CH3:28])[CH3:31].